This data is from Full USPTO retrosynthesis dataset with 1.9M reactions from patents (1976-2016). The task is: Predict the reactants needed to synthesize the given product. (1) Given the product [F:28][C:26]1[CH:27]=[C:22]2[C:23](=[C:24]([O:30][C:31]([F:32])([F:34])[F:33])[C:25]=1[F:29])[N:7]([C:8]1[CH:13]=[CH:12][CH:11]=[C:10]([CH2:14][N:15]3[CH2:20][CH2:19][CH2:18][CH2:17][CH2:16]3)[CH:9]=1)[CH:6]=[C:5]([C:4]([O:3][CH2:1][CH3:2])=[O:37])[C:21]2=[O:36], predict the reactants needed to synthesize it. The reactants are: [CH2:1]([O:3][C:4](=[O:37])[C:5]([C:21](=[O:36])[C:22]1[CH:27]=[C:26]([F:28])[C:25]([F:29])=[C:24]([O:30][C:31]([F:34])([F:33])[F:32])[C:23]=1F)=[CH:6][NH:7][C:8]1[CH:13]=[CH:12][CH:11]=[C:10]([CH2:14][N:15]2[CH2:20][CH2:19][CH2:18][CH2:17][CH2:16]2)[CH:9]=1)[CH3:2].C([O-])([O-])=O.[K+].[K+].C1OCCOCCOCCOCCOCCOC1. (2) The reactants are: [H-].[Na+].[CH2:3]1[C:9]2=[C:10]3[C:14](=[CH:15][CH:16]=[C:8]2[O:7][CH2:6][CH2:5][N:4]1C(OC(C)(C)C)=O)[NH:13][CH:12]=[CH:11]3.[CH3:24][O:25][C:26]1[CH:31]=[CH:30][C:29]([CH3:32])=[CH:28][C:27]=1[S:33](Cl)(=[O:35])=[O:34].Cl. Given the product [CH3:24][O:25][C:26]1[CH:31]=[CH:30][C:29]([CH3:32])=[CH:28][C:27]=1[S:33]([N:13]1[C:14]2[C:10](=[C:9]3[CH2:3][NH:4][CH2:5][CH2:6][O:7][C:8]3=[CH:16][CH:15]=2)[CH:11]=[CH:12]1)(=[O:34])=[O:35], predict the reactants needed to synthesize it. (3) Given the product [NH2:9][C:10]1[N:18]=[CH:17][N:16]=[C:15]2[C:11]=1[N:12]=[CH:13][N:14]2[CH:19]1[O:23][CH:22]([CH:24]=[C:25]([P:27](=[O:28])([OH:29])[OH:30])[F:26])[CH:21]([OH:31])[CH:20]1[OH:32], predict the reactants needed to synthesize it. The reactants are: C([NH:9][C:10]1[N:18]=[CH:17][N:16]=[C:15]2[C:11]=1[N:12]=[CH:13][N:14]2[CH:19]1[O:23][CH:22]([CH:24]=[C:25]([P:27](=[O:30])([OH:29])[OH:28])[F:26])[CH:21]([OH:31])[CH:20]1[OH:32])(=O)C1C=CC=CC=1. (4) The reactants are: Br[C:2]1[CH:3]=[CH:4][C:5]([CH2:8][N:9]2[CH2:14][CH2:13][N:12]([CH:15]3[CH2:18][CH2:17][CH2:16]3)[CH2:11][CH2:10]2)=[N:6][CH:7]=1.[C:19]([C:21]1[CH:26]=[CH:25][C:24](B(O)O)=[CH:23][CH:22]=1)#[N:20]. Given the product [CH:15]1([N:12]2[CH2:13][CH2:14][N:9]([CH2:8][C:5]3[N:6]=[CH:7][C:2]([C:24]4[CH:25]=[CH:26][C:21]([C:19]#[N:20])=[CH:22][CH:23]=4)=[CH:3][CH:4]=3)[CH2:10][CH2:11]2)[CH2:18][CH2:17][CH2:16]1, predict the reactants needed to synthesize it. (5) Given the product [CH2:17]([C:5]1[CH:6]=[C:7]([O:9][CH2:10][CH2:11][CH2:12][S:13]([CH3:16])(=[O:15])=[O:14])[CH:8]=[C:3]([CH2:1][CH3:2])[C:4]=1[C:19]1[CH:24]=[CH:23][CH:22]=[C:21]([CH2:25][O:26][C:27]2[CH:40]=[CH:39][C:30]3[C@H:31]([CH2:34][C:35]([OH:37])=[O:36])[CH2:32][O:33][C:29]=3[CH:28]=2)[CH:20]=1)[CH3:18], predict the reactants needed to synthesize it. The reactants are: [CH2:1]([C:3]1[CH:8]=[C:7]([O:9][CH2:10][CH2:11][CH2:12][S:13]([CH3:16])(=[O:15])=[O:14])[CH:6]=[C:5]([CH2:17][CH3:18])[C:4]=1[C:19]1[CH:24]=[CH:23][CH:22]=[C:21]([CH2:25][O:26][C:27]2[CH:40]=[CH:39][C:30]3[C@H:31]([CH2:34][C:35]([O:37]C)=[O:36])[CH2:32][O:33][C:29]=3[CH:28]=2)[CH:20]=1)[CH3:2].CO.[OH-].[Na+].C(O)(=O)CC(CC(O)=O)(C(O)=O)O.